From a dataset of CYP1A2 inhibition data for predicting drug metabolism from PubChem BioAssay. Regression/Classification. Given a drug SMILES string, predict its absorption, distribution, metabolism, or excretion properties. Task type varies by dataset: regression for continuous measurements (e.g., permeability, clearance, half-life) or binary classification for categorical outcomes (e.g., BBB penetration, CYP inhibition). Dataset: cyp1a2_veith. (1) The compound is CCOc1c(OC(C)=O)ccc(/C=C/c2ccc3cccc(OC(C)=O)c3n2)c1[N+](=O)[O-]. The result is 1 (inhibitor). (2) The drug is Cn1c(Oc2ccccc2)c(C=O)c2ccccc21. The result is 1 (inhibitor). (3) The compound is Cn1c(=O)c2[nH]c(CCCc3ccc([N+](=O)[O-])cc3)nc2n(C)c1=O. The result is 0 (non-inhibitor). (4) The molecule is O=C(c1ccccc1)c1nn(-c2cccc(Cl)c2)c2nc(-c3ccccc3)cc(=O)n12. The result is 1 (inhibitor). (5) The drug is COc1ccccc1-c1cc(Nc2ccn[nH]2)ncn1. The result is 1 (inhibitor). (6) The compound is O=C(c1csnn1)N1CCC[C@@]2(CCN(Cc3ccncc3)C2)C1. The result is 1 (inhibitor). (7) The molecule is N#Cc1nc(-c2cccs2)oc1NCc1ccccc1. The result is 1 (inhibitor). (8) The compound is O=C(CSCc1c(F)cccc1Cl)NCC1CCCO1. The result is 1 (inhibitor). (9) The drug is C=CCNC(=O)C1CCN(S(=O)(=O)CC)CC1. The result is 0 (non-inhibitor). (10) The molecule is O=C(CCCNS(=O)(=O)c1cccc2nsnc12)NCCc1ccccc1. The result is 1 (inhibitor).